This data is from Full USPTO retrosynthesis dataset with 1.9M reactions from patents (1976-2016). The task is: Predict the reactants needed to synthesize the given product. (1) Given the product [C:6]([C:9]1[CH:10]=[CH:11][C:12]([N:1]2[CH:5]=[CH:4][N:3]=[N:2]2)=[N:13][CH:14]=1)(=[O:8])[CH3:7], predict the reactants needed to synthesize it. The reactants are: [NH:1]1[CH:5]=[CH:4][N:3]=[N:2]1.[C:6]([C:9]1[CH:10]=[CH:11][C:12](Br)=[N:13][CH:14]=1)(=[O:8])[CH3:7].C(=O)([O-])[O-].[K+].[K+].[Cl-].[NH4+]. (2) Given the product [N:11]1([CH2:14][CH2:15][NH:16][C:17]([CH:19]2[CH2:24][CH2:23][CH2:22][CH2:21][CH2:20]2)=[O:18])[CH2:12][CH2:13][NH:8][CH2:9][CH2:10]1, predict the reactants needed to synthesize it. The reactants are: C([N:8]1[CH2:13][CH2:12][N:11]([CH2:14][CH2:15][NH:16][C:17]([CH:19]2[CH2:24][CH2:23][CH2:22][CH2:21][CH2:20]2)=[O:18])[CH2:10][CH2:9]1)C1C=CC=CC=1.Cl.ClCCl. (3) Given the product [CH:1]1([CH:8]=[O:9])[CH2:7][CH2:6][CH2:5][CH2:4][CH2:3][CH2:2]1, predict the reactants needed to synthesize it. The reactants are: [CH:1]1([CH2:8][OH:9])[CH2:7][CH2:6][CH2:5][CH2:4][CH2:3][CH2:2]1.C1C=C[NH+]=CC=1.[O-][Cr](Cl)(=O)=O. (4) Given the product [CH:30]1([NH:35][CH2:2][CH2:3][N:4]2[C:12]3[C:7](=[CH:8][CH:9]=[C:10]([NH:13][C:14](=[O:29])[CH2:15][C:16]4[CH:17]=[CH:18][C:19]([O:22][C:23]5[CH:24]=[CH:25][CH:26]=[CH:27][CH:28]=5)=[CH:20][CH:21]=4)[CH:11]=3)[CH:6]=[N:5]2)[CH2:34][CH2:33][CH2:32][CH2:31]1, predict the reactants needed to synthesize it. The reactants are: O=[CH:2][CH2:3][N:4]1[C:12]2[C:7](=[CH:8][CH:9]=[C:10]([NH:13][C:14](=[O:29])[CH2:15][C:16]3[CH:21]=[CH:20][C:19]([O:22][C:23]4[CH:28]=[CH:27][CH:26]=[CH:25][CH:24]=4)=[CH:18][CH:17]=3)[CH:11]=2)[CH:6]=[N:5]1.[CH:30]1([NH2:35])[CH2:34][CH2:33][CH2:32][CH2:31]1.[BH3-]C#N.[Na+]. (5) Given the product [F:1][CH2:2][CH:3]1[N:4]([CH3:20])[CH2:5][CH2:6][N:7]([C:9]2[CH:14]=[CH:13][C:12]([NH2:15])=[CH:11][C:10]=2[O:18][CH3:19])[CH2:8]1, predict the reactants needed to synthesize it. The reactants are: [F:1][CH2:2][CH:3]1[CH2:8][N:7]([C:9]2[CH:14]=[CH:13][C:12]([N+:15]([O-])=O)=[CH:11][C:10]=2[O:18][CH3:19])[CH2:6][CH2:5][N:4]1[CH3:20].